This data is from Forward reaction prediction with 1.9M reactions from USPTO patents (1976-2016). The task is: Predict the product of the given reaction. (1) Given the reactants [CH3:1][C:2]([CH3:33])([CH3:32])/[CH:3]=[CH:4]/[C@H:5]1[O:10]C(C)(C)[O:8][C@@H:7]([C@@H:13]([O:29][CH3:30])[C:14]([NH:16][CH:17]2[C:23](=[O:24])[NH:22][C:21]3[CH:25]=[CH:26][CH:27]=[CH:28][C:20]=3[S:19][CH2:18]2)=[O:15])[C@H:6]1[OH:31].Cl.[OH-].[Na+], predict the reaction product. The product is: [O:24]=[C:23]1[NH:22][C:21]2[CH:25]=[CH:26][CH:27]=[CH:28][C:20]=2[S:19][CH2:18][CH:17]1[NH:16][C:14](=[O:15])[C@H:13]([O:29][CH3:30])[C@H:7]([OH:8])[C@@H:6]([OH:31])[C@H:5]([OH:10])/[CH:4]=[CH:3]/[C:2]([CH3:33])([CH3:1])[CH3:32]. (2) Given the reactants Cl[C:2]1[CH:7]=[CH:6][N:5]2[N:8]=[CH:9][C:10]([CH:11]=[O:12])=[C:4]2[N:3]=1.[CH3:13][N:14]1[CH2:19][CH2:18][N:17]([C:20]2[CH:21]=[C:22]([CH:24]=[CH:25][CH:26]=2)[NH2:23])[CH2:16][CH2:15]1.ClCCl.O, predict the reaction product. The product is: [CH3:13][N:14]1[CH2:15][CH2:16][N:17]([C:20]2[CH:21]=[C:22]([NH:23][C:2]3[CH:7]=[CH:6][N:5]4[N:8]=[CH:9][C:10]([CH:11]=[O:12])=[C:4]4[N:3]=3)[CH:24]=[CH:25][CH:26]=2)[CH2:18][CH2:19]1. (3) The product is: [Br:1][C:2]1[N:10]2[C:5]([C:6]([NH:21][C@@H:12]3[C:20]4[C:15](=[CH:16][CH:17]=[CH:18][CH:19]=4)[CH2:14][CH2:13]3)=[N:7][CH:8]=[N:9]2)=[CH:4][CH:3]=1. Given the reactants [Br:1][C:2]1[N:10]2[C:5]([C:6](Cl)=[N:7][CH:8]=[N:9]2)=[CH:4][CH:3]=1.[C@@H:12]1([NH2:21])[C:20]2[C:15](=[CH:16][CH:17]=[CH:18][CH:19]=2)[CH2:14][CH2:13]1.C(N(CC)C(C)C)(C)C, predict the reaction product. (4) The product is: [F:17][C:14]1[CH:15]=[CH:16][C:11]([C:7]2[C:6]([C:4]([OH:5])=[O:3])=[CH:10][O:9][N:8]=2)=[N:12][CH:13]=1. Given the reactants C([O:3][C:4]([C:6]1[C:7]([C:11]2[CH:16]=[CH:15][C:14]([F:17])=[CH:13][N:12]=2)=[N:8][O:9][CH:10]=1)=[O:5])C.C(OC(C1C(C2C=CC=CN=2)=NOC=1)=O)C, predict the reaction product. (5) The product is: [CH2:27]([N:29]([CH2:30][CH2:31][CH2:32][S:33]([CH2:35][CH2:36][CH2:37][C:38]([F:44])([F:43])[C:39]([F:42])([F:41])[F:40])=[O:34])[CH2:2][CH2:3][CH2:4][CH2:5][CH2:6][CH2:7][C:8]1[C:14]2[CH:15]=[CH:16][C:17]([OH:19])=[CH:18][C:13]=2[CH2:12][CH2:11][CH2:10][C:9]=1[C:20]1[CH:25]=[CH:24][CH:23]=[C:22]([OH:26])[CH:21]=1)[CH3:28]. Given the reactants Br[CH2:2][CH2:3][CH2:4][CH2:5][CH2:6][CH2:7][C:8]1[C:14]2[CH:15]=[CH:16][C:17]([OH:19])=[CH:18][C:13]=2[CH2:12][CH2:11][CH2:10][C:9]=1[C:20]1[CH:25]=[CH:24][CH:23]=[C:22]([OH:26])[CH:21]=1.[CH2:27]([NH:29][CH2:30][CH2:31][CH2:32][S:33]([CH2:35][CH2:36][CH2:37][C:38]([F:44])([F:43])[C:39]([F:42])([F:41])[F:40])=[O:34])[CH3:28], predict the reaction product. (6) Given the reactants Cl[C:2]1[N:23]=[CH:22][C:5]2[C:6]3[N:7]([CH:11]=[C:12]([C:14]4[N:18]([CH:19]([CH3:21])[CH3:20])[N:17]=[CH:16][N:15]=4)[N:13]=3)[CH2:8][CH2:9][O:10][C:4]=2[CH:3]=1.CO.C(N(CC)CC)C, predict the reaction product. The product is: [CH:19]([N:18]1[C:14]([C:12]2[N:13]=[C:6]3[C:5]4[CH:22]=[N:23][CH:2]=[CH:3][C:4]=4[O:10][CH2:9][CH2:8][N:7]3[CH:11]=2)=[N:15][CH:16]=[N:17]1)([CH3:21])[CH3:20]. (7) Given the reactants [NH:1]1[CH:5]=[CH:4][C:3]([C:6]2[C:15]3[C:10](=[CH:11][CH:12]=[CH:13][CH:14]=3)[N:9]=[CH:8][CH:7]=2)=[N:2]1.[C:16]([C:18]1[CH:19]=[C:20]([S:24](Cl)(=[O:26])=[O:25])[CH:21]=[CH:22][CH:23]=1)#[N:17], predict the reaction product. The product is: [N:9]1[C:10]2[C:15](=[CH:14][CH:13]=[CH:12][CH:11]=2)[C:6]([C:3]2[CH:4]=[CH:5][N:1]([S:24]([C:20]3[CH:19]=[C:18]([CH:23]=[CH:22][CH:21]=3)[C:16]#[N:17])(=[O:26])=[O:25])[N:2]=2)=[CH:7][CH:8]=1.